This data is from Forward reaction prediction with 1.9M reactions from USPTO patents (1976-2016). The task is: Predict the product of the given reaction. (1) Given the reactants [F:1][C:2]1[CH:10]=[CH:9][C:8]([F:11])=[C:7]2[C:3]=1[C:4](=[O:27])[N:5]([CH2:13][CH:14]([C:21]1([CH3:26])OCC[O:22]1)[C:15]([O:17][CH2:18][CH:19]=[CH2:20])=[O:16])[C:6]2=[O:12].O.C1(C)C=CC(S(O)(=O)=O)=CC=1, predict the reaction product. The product is: [F:11][C:8]1[CH:9]=[CH:10][C:2]([F:1])=[C:3]2[C:7]=1[C:6](=[O:12])[N:5]([CH2:13][CH:14]([C:21](=[O:22])[CH3:26])[C:15]([O:17][CH2:18][CH:19]=[CH2:20])=[O:16])[C:4]2=[O:27]. (2) Given the reactants [Br:1][C:2]1[CH:3]=[CH:4][C:5]([C:8]2([NH2:11])[CH2:10][CH2:9]2)=[N:6][CH:7]=1.C(N(CC)CC)C.Cl[C:20]([O:22][CH2:23][C:24]1[CH:29]=[CH:28][CH:27]=[CH:26][CH:25]=1)=[O:21], predict the reaction product. The product is: [Br:1][C:2]1[CH:3]=[CH:4][C:5]([C:8]2([NH:11][C:20](=[O:21])[O:22][CH2:23][C:24]3[CH:29]=[CH:28][CH:27]=[CH:26][CH:25]=3)[CH2:9][CH2:10]2)=[N:6][CH:7]=1. (3) Given the reactants C([O:3][P:4]([CH2:7][NH:8][CH2:9][C:10]1[CH:19]=[CH:18][C:17]2[C:12](=[C:13]([C:20]3[C:29]4[C:24](=[CH:25][CH:26]=[CH:27][CH:28]=4)[CH:23]=[CH:22][CH:21]=3)[CH:14]=[CH:15][CH:16]=2)[N:11]=1)(=[O:6])[OH:5])C.[Si](Br)(C)(C)C, predict the reaction product. The product is: [C:20]1([C:13]2[CH:14]=[CH:15][CH:16]=[C:17]3[C:12]=2[N:11]=[C:10]([CH2:9][NH:8][CH2:7][P:4](=[O:3])([OH:5])[OH:6])[CH:19]=[CH:18]3)[C:29]2[C:24](=[CH:25][CH:26]=[CH:27][CH:28]=2)[CH:23]=[CH:22][CH:21]=1. (4) Given the reactants [C:1]1([C:7]([C:15]2[CH:20]=[CH:19][CH:18]=[CH:17][CH:16]=2)([C:9]2[CH:14]=[CH:13][CH:12]=[CH:11][N:10]=2)O)[CH:6]=[CH:5][CH:4]=[CH:3][CH:2]=1.C([Cl:24])(=O)C, predict the reaction product. The product is: [ClH:24].[Cl:24][C:7]([C:15]1[CH:20]=[CH:19][CH:18]=[CH:17][CH:16]=1)([C:1]1[CH:6]=[CH:5][CH:4]=[CH:3][CH:2]=1)[C:9]1[CH:14]=[CH:13][CH:12]=[CH:11][N:10]=1. (5) Given the reactants [C:1]1([NH:7][NH2:8])[CH:6]=[CH:5][CH:4]=[CH:3][CH:2]=1.[CH2:9]([CH:11]([C:17]([CH3:19])=O)[C:12](OCC)=[O:13])[CH3:10], predict the reaction product. The product is: [CH2:17]([C:11]1[C:12](=[O:13])[N:7]([C:1]2[CH:6]=[CH:5][CH:4]=[CH:3][CH:2]=2)[NH:8][C:9]=1[CH3:10])[CH3:19].